Dataset: Forward reaction prediction with 1.9M reactions from USPTO patents (1976-2016). Task: Predict the product of the given reaction. (1) Given the reactants [NH2:1]/[C:2](/[CH3:20])=[CH:3]\[C:4]([NH:6][C:7]1[CH:12]=[CH:11][C:10]([N:13]2[CH2:18][CH2:17][O:16][CH2:15][CH2:14]2)=[C:9]([Cl:19])[CH:8]=1)=[O:5].[C:21](OCC)(OCC)(OCC)[CH3:22], predict the reaction product. The product is: [Cl:19][C:9]1[CH:8]=[C:7]([N:6]2[C:4](=[O:5])[CH:3]=[C:2]([CH3:20])[N:1]=[C:21]2[CH3:22])[CH:12]=[CH:11][C:10]=1[N:13]1[CH2:14][CH2:15][O:16][CH2:17][CH2:18]1. (2) Given the reactants [Cl:1][C:2]1[CH:22]=[CH:21][C:5]([CH2:6][NH:7][C:8]([C:10]2[C:11]([OH:20])=[C:12]3[CH:18]=[C:17](I)[S:16][C:13]3=[N:14][CH:15]=2)=[O:9])=[CH:4][CH:3]=1.[CH2:23]([OH:26])[C:24]#[CH:25], predict the reaction product. The product is: [Cl:1][C:2]1[CH:22]=[CH:21][C:5]([CH2:6][NH:7][C:8]([C:10]2[C:11]([OH:20])=[C:12]3[CH:18]=[C:17]([C:25]#[C:24][CH2:23][OH:26])[S:16][C:13]3=[N:14][CH:15]=2)=[O:9])=[CH:4][CH:3]=1. (3) Given the reactants [CH3:1][O:2][C:3](=[O:35])[CH2:4][O:5][C:6]1[CH:11]=[CH:10][CH:9]=[C:8]([NH:12][C:13]2[C:14]3[C:21]([C:22]4[CH:27]=[CH:26][CH:25]=[CH:24][CH:23]=4)=[C:20]([C:28]4[CH:33]=[CH:32][C:31](Br)=[CH:30][CH:29]=4)[O:19][C:15]=3[N:16]=[CH:17][N:18]=2)[CH:7]=1, predict the reaction product. The product is: [CH3:1][O:2][C:3](=[O:35])[CH2:4][O:5][C:6]1[CH:11]=[CH:10][CH:9]=[C:8]([NH:12][C:13]2[C:14]3[C:21]([C:22]4[CH:27]=[CH:26][CH:25]=[CH:24][CH:23]=4)=[C:20]([C:28]4[CH:33]=[CH:32][CH:31]=[CH:30][CH:29]=4)[O:19][C:15]=3[N:16]=[CH:17][N:18]=2)[CH:7]=1. (4) Given the reactants CS([O:5][CH:6]([CH2:9][CH3:10])[C:7]#[N:8])(=O)=O.[Cl:11][C:12]1[C:17]([C:18]([F:21])([F:20])[F:19])=[CH:16][CH:15]=[CH:14][C:13]=1O.C(=O)([O-])[O-].[K+].[K+].C(OC)(C)(C)C, predict the reaction product. The product is: [Cl:11][C:12]1[C:17]([C:18]([F:19])([F:20])[F:21])=[CH:16][CH:15]=[CH:14][C:13]=1[O:5][CH:6]([CH2:9][CH3:10])[C:7]#[N:8]. (5) Given the reactants [Cl:1][C:2]1[C:7]2[O:8][C:9]3[CH2:14][CH2:13][NH:12][CH:11]([CH3:15])[C:10]=3[C:6]=2[CH:5]=[C:4]([S:16]([C:19]2[CH:24]=[CH:23][CH:22]=[CH:21][CH:20]=2)(=[O:18])=[O:17])[CH:3]=1.Cl, predict the reaction product. The product is: [ClH:1].[Cl:1][C:2]1[C:7]2[O:8][C:9]3[CH2:14][CH2:13][NH:12][CH:11]([CH3:15])[C:10]=3[C:6]=2[CH:5]=[C:4]([S:16]([C:19]2[CH:24]=[CH:23][CH:22]=[CH:21][CH:20]=2)(=[O:18])=[O:17])[CH:3]=1.